From a dataset of Reaction yield outcomes from USPTO patents with 853,638 reactions. Predict the reaction yield, written as a fraction of the theoretical maximum amount of product (1.0 means a 100% yield; for example, 0.34 means a 34% yield). (1) The reactants are [CH2:1]([N:8]1[CH2:13][CH2:12][C:11]([C:16]2[CH:21]=[CH:20][N:19]=[CH:18][CH:17]=2)([C:14]#[N:15])[CH2:10][CH2:9]1)[C:2]1[CH:7]=[CH:6][CH:5]=[CH:4][CH:3]=1.[OH2:22].[OH-].[K+]. The catalyst is C(O)C. The product is [CH2:1]([N:8]1[CH2:9][CH2:10][C:11]([C:16]2[CH:17]=[CH:18][N:19]=[CH:20][CH:21]=2)([C:14]([NH2:15])=[O:22])[CH2:12][CH2:13]1)[C:2]1[CH:7]=[CH:6][CH:5]=[CH:4][CH:3]=1. The yield is 0.530. (2) The reactants are C(OC(=O)[NH:7][C:8]1[CH:17]=[CH:16][C:15]2[C:10](=[CH:11][CH:12]=[C:13]([O:18]C)[CH:14]=2)[CH:9]=1)(C)(C)C.Br. The catalyst is C(O)(=O)C. The product is [NH2:7][C:8]1[CH:9]=[C:10]2[C:15](=[CH:16][CH:17]=1)[CH:14]=[C:13]([OH:18])[CH:12]=[CH:11]2. The yield is 0.980. (3) The reactants are Cl[C:2]1[N:3]=[C:4]([C:11]([OH:13])=[O:12])[CH:5]=[C:6]2[CH:10]=[CH:9][O:8][C:7]=12. The catalyst is CO. The product is [O:8]1[C:7]2=[CH:2][N:3]=[C:4]([C:11]([OH:13])=[O:12])[CH:5]=[C:6]2[CH2:10][CH2:9]1. The yield is 0.740. (4) The reactants are C([O-])([O-])=O.[K+].[K+].[CH2:7](Cl)[C:8]1[CH:13]=[CH:12][CH:11]=[CH:10][CH:9]=1.CN(C=O)C.[Br:20][C:21]1[N:26]=[C:25]([CH3:27])[C:24]([OH:28])=[C:23]([CH3:29])[C:22]=1[CH3:30]. The catalyst is CCOC(C)=O. The product is [CH2:7]([O:28][C:24]1[C:25]([CH3:27])=[N:26][C:21]([Br:20])=[C:22]([CH3:30])[C:23]=1[CH3:29])[C:8]1[CH:13]=[CH:12][CH:11]=[CH:10][CH:9]=1. The yield is 0.970.